Task: Predict which catalyst facilitates the given reaction.. Dataset: Catalyst prediction with 721,799 reactions and 888 catalyst types from USPTO (1) Reactant: [O:1]1[CH:5]=[CH:4][C:3]([C:6]2[NH:10][C:9]([C:11]([OH:13])=O)=[C:8]([C:14]3[CH:19]=[CH:18][C:17]([OH:20])=[CH:16][CH:15]=3)[CH:7]=2)=[CH:2]1.Cl.[NH2:22][CH2:23][C:24]1[CH:33]=[CH:32][C:27]([C:28]([O:30][CH3:31])=[O:29])=[CH:26][CH:25]=1.C(N(CC)CC)C.ON1C2C=CC=CC=2N=N1.Cl.CN(C)CCCN=C=NCC.CN1CCOCC1. Product: [O:1]1[CH:5]=[CH:4][C:3]([C:6]2[NH:10][C:9]([C:11]([NH:22][CH2:23][C:24]3[CH:25]=[CH:26][C:27]([C:28]([O:30][CH3:31])=[O:29])=[CH:32][CH:33]=3)=[O:13])=[C:8]([C:14]3[CH:19]=[CH:18][C:17]([OH:20])=[CH:16][CH:15]=3)[CH:7]=2)=[CH:2]1. The catalyst class is: 39. (2) Reactant: [Br:1][C:2]1[CH:7]=[C:6]([F:8])[CH:5]=[CH:4][C:3]=1[OH:9].[CH3:10][O:11][CH2:12]OC.[P].[OH-].[Na+]. Product: [Br:1][C:2]1[CH:7]=[C:6]([F:8])[CH:5]=[CH:4][C:3]=1[O:9][CH2:10][O:11][CH3:12]. The catalyst class is: 4. (3) Reactant: [NH2:1][C:2]1[S:3][C:4]([CH3:10])=[CH:5][C:6]=1[C:7]([NH2:9])=[O:8].[C:11]([C:13]([O:15][CH2:16][CH3:17])=[O:14])#N.Cl. Product: [CH3:10][C:4]1[S:3][C:2]2[N:1]=[C:11]([C:13]([O:15][CH2:16][CH3:17])=[O:14])[NH:9][C:7](=[O:8])[C:6]=2[CH:5]=1. The catalyst class is: 52. (4) Reactant: Cl.[Cl:2][C:3]1[CH:4]=[C:5]([C:20](O)=[O:21])[C:6]2[C:7]([CH3:19])=[C:8]([CH2:15][N:16]([CH3:18])[CH3:17])[N:9]([CH:12]([CH3:14])[CH3:13])[C:10]=2[CH:11]=1.[NH2:23][CH2:24][C:25]1[C:26](=[O:35])[NH:27][C:28]([CH3:34])=[CH:29][C:30]=1[CH2:31][CH2:32][CH3:33].C1C=NC2N(O)N=NC=2C=1.CN1CCOCC1.C(Cl)CCl. Product: [Cl:2][C:3]1[CH:4]=[C:5]([C:20]([NH:23][CH2:24][C:25]2[C:26](=[O:35])[NH:27][C:28]([CH3:34])=[CH:29][C:30]=2[CH2:31][CH2:32][CH3:33])=[O:21])[C:6]2[C:7]([CH3:19])=[C:8]([CH2:15][N:16]([CH3:18])[CH3:17])[N:9]([CH:12]([CH3:13])[CH3:14])[C:10]=2[CH:11]=1. The catalyst class is: 204. (5) Reactant: [OH:1][C:2]1[CH:27]=[C:26]([C:28]2[S:29][C:30]3[CH2:36][CH2:35][CH2:34][CH2:33][C:31]=3[N:32]=2)[CH:25]=[CH:24][C:3]=1[O:4][CH2:5][CH2:6][CH2:7][O:8][C:9]1[CH:10]=[C:11]2[C:15](=[CH:16][CH:17]=1)[C@H:14]([CH2:18][C:19]([O:21][CH2:22][CH3:23])=[O:20])[CH2:13][CH2:12]2.C([O-])([O-])=O.[Cs+].[Cs+].I[CH2:44][CH2:45][CH3:46]. Product: [CH2:44]([O:1][C:2]1[CH:27]=[C:26]([C:28]2[S:29][C:30]3[CH2:36][CH2:35][CH2:34][CH2:33][C:31]=3[N:32]=2)[CH:25]=[CH:24][C:3]=1[O:4][CH2:5][CH2:6][CH2:7][O:8][C:9]1[CH:10]=[C:11]2[C:15](=[CH:16][CH:17]=1)[C@H:14]([CH2:18][C:19]([O:21][CH2:22][CH3:23])=[O:20])[CH2:13][CH2:12]2)[CH2:45][CH3:46]. The catalyst class is: 18. (6) Reactant: [CH3:1][CH2:2][N:3]([CH:7]([CH3:9])[CH3:8])[CH:4]([CH3:6])[CH3:5].[Cl:10][C:11]1[CH:16]=[CH:15][C:14]([C:17]2([NH:20][C:21]3[N:26]=[C:25]([O:27][CH2:28][C:29]([F:32])([F:31])[F:30])[N:24]=[C:23]([NH:33][C:34]4[CH:42]=[CH:41][C:37]([C:38]([OH:40])=[O:39])=[CH:36][CH:35]=4)[N:22]=3)[CH2:19][CH2:18]2)=[CH:13][CH:12]=1.[CH3:43][N:44]([C:46]([O:50][N:51]1[N:59]=[N:58][C:53]2[CH:54]=[CH:55][CH:56]=[N:57][C:52]1=2)=[N+:47]([CH3:49])[CH3:48])[CH3:45].[F:60][P-:61]([F:66])([F:65])([F:64])([F:63])[F:62]. Product: [Cl:10][C:11]1[CH:12]=[CH:13][C:14]([C:17]2([NH:20][C:21]3[N:26]=[C:25]([O:27][CH2:28][C:29]([F:32])([F:30])[F:31])[N:24]=[C:23]([NH:33][C:34]4[CH:35]=[CH:36][C:37]([C:38]([OH:40])=[O:39])=[CH:41][CH:42]=4)[N:22]=3)[CH2:19][CH2:18]2)=[CH:15][CH:16]=1.[CH3:49][N:47]([C:46]([O:50][N:51]1[N:59]=[N:58][C:53]2[CH:54]=[CH:55][CH:56]=[N:57][C:52]1=2)=[N+:44]([CH3:45])[CH3:43])[CH3:48].[F:60][P-:61]([F:66])([F:65])([F:64])([F:63])[F:62].[CH3:1][CH2:2][N:3]([CH:7]([CH3:9])[CH3:8])[CH:4]([CH3:6])[CH3:5]. The catalyst class is: 3. (7) Reactant: [CH:1](=O)[C:2]1[CH:7]=[CH:6][CH:5]=[CH:4][CH:3]=1.Cl.[NH2:10][OH:11]. Product: [CH:1](=[N:10][OH:11])[C:2]1[CH:7]=[CH:6][CH:5]=[CH:4][CH:3]=1. The catalyst class is: 24. (8) Reactant: C(NC(C)C)(C)C.C([Li])CCC.[C:13]1([CH:19]2[CH2:24][CH2:23][C:22](=[O:25])[CH2:21][CH2:20]2)[CH:18]=[CH:17][CH:16]=[CH:15][CH:14]=1.C1C=CC(N([S:33]([C:36]([F:39])([F:38])[F:37])(=[O:35])=[O:34])[S:33]([C:36]([F:39])([F:38])[F:37])(=[O:35])=[O:34])=CC=1. Product: [C:13]1([CH:19]2[CH2:24][CH2:23][C:22]([O:25][S:33]([C:36]([F:39])([F:38])[F:37])(=[O:35])=[O:34])=[CH:21][CH2:20]2)[CH:18]=[CH:17][CH:16]=[CH:15][CH:14]=1. The catalyst class is: 7. (9) Reactant: [O:1]=[C:2]1[CH2:7][CH2:6][CH:5]([N:8]2[C:13](=[O:14])[C:12]([CH2:15][C:16]3[CH:21]=[CH:20][C:19]([C:22]4[CH:27]=[CH:26][CH:25]=[CH:24][C:23]=4[C:28]4[NH:32][C:31](=[O:33])[O:30][N:29]=4)=[CH:18][CH:17]=3)=[C:11]([CH2:34][CH2:35][CH3:36])[N:10]3[N:37]=[CH:38][N:39]=[C:9]23)[CH2:4][CH2:3]1.C[Si]([CH:44](O[Si](C)(C)C)[C:45]([O-:47])=[O:46])(C)C.FC(F)(F)S(O[Si](C(C)(C)C)(C)C)(=O)=O.C(Cl)Cl. Product: [O:33]=[C:31]1[O:30][N:29]=[C:28]([C:23]2[CH:24]=[CH:25][CH:26]=[CH:27][C:22]=2[C:19]2[CH:18]=[CH:17][C:16]([CH2:15][C:12]3[C:13](=[O:14])[N:8]([CH:5]4[CH2:6][CH2:7][C:2]5([O:47][C:45](=[O:46])[CH2:44][O:1]5)[CH2:3][CH2:4]4)[C:9]4[N:10]([N:37]=[CH:38][N:39]=4)[C:11]=3[CH2:34][CH2:35][CH3:36])=[CH:21][CH:20]=2)[NH:32]1. The catalyst class is: 13.